This data is from Full USPTO retrosynthesis dataset with 1.9M reactions from patents (1976-2016). The task is: Predict the reactants needed to synthesize the given product. (1) Given the product [Cl:13][C:14]1[CH:15]=[CH:16][C:17]([C:20]2[CH:24]([C:25]3[CH:26]=[CH:27][CH:28]=[CH:29][CH:30]=3)[CH2:23][N:22]([C:11](=[S:12])[NH:10][S:7]([N:1]3[CH2:2][CH2:3][CH2:4][CH2:5][CH2:6]3)(=[O:9])=[O:8])[N:21]=2)=[CH:18][CH:19]=1, predict the reactants needed to synthesize it. The reactants are: [N:1]1([S:7]([N:10]=[C:11]=[S:12])(=[O:9])=[O:8])[CH2:6][CH2:5][CH2:4][CH2:3][CH2:2]1.[Cl:13][C:14]1[CH:19]=[CH:18][C:17]([C:20]2[CH:24]([C:25]3[CH:30]=[CH:29][CH:28]=[CH:27][CH:26]=3)[CH2:23][NH:22][N:21]=2)=[CH:16][CH:15]=1. (2) Given the product [CH2:1]([O:5][C:6]1[CH:11]=[CH:10][C:9]([S:12]([NH:15][C:16]2([C:29]([NH:31][OH:32])=[O:30])[CH2:21][CH2:20][NH:19][CH2:18][CH2:17]2)(=[O:13])=[O:14])=[CH:8][CH:7]=1)[C:2]#[C:3][CH3:4], predict the reactants needed to synthesize it. The reactants are: [CH2:1]([O:5][C:6]1[CH:11]=[CH:10][C:9]([S:12]([NH:15][C:16]2([C:29]([NH:31][OH:32])=[O:30])[CH2:21][CH2:20][N:19](C(OC(C)(C)C)=O)[CH2:18][CH2:17]2)(=[O:14])=[O:13])=[CH:8][CH:7]=1)[C:2]#[C:3][CH3:4].Cl. (3) Given the product [N:16]([C:13]1[CH:14]=[CH:15][C:10]2[N:11]([C:7]([C:6]([F:18])([F:17])[F:5])=[N:8][N:9]=2)[N:12]=1)=[C:1]=[S:2], predict the reactants needed to synthesize it. The reactants are: [C:1](Cl)(Cl)=[S:2].[F:5][C:6]([F:18])([F:17])[C:7]1[N:11]2[N:12]=[C:13]([NH2:16])[CH:14]=[CH:15][C:10]2=[N:9][N:8]=1. (4) The reactants are: Br[C:2](Br)=[CH:3][C:4]1[CH:9]=[CH:8][C:7]([C:10]2[CH:15]=[CH:14][C:13]([C:16]([O:18][CH3:19])=[O:17])=[CH:12][CH:11]=2)=[C:6]([O:20][CH3:21])[CH:5]=1.[CH3:23][N:24]1[CH2:29][CH2:28][NH:27][CH2:26][CH2:25]1.CN(C=[O:34])C. Given the product [CH3:21][O:20][C:6]1[CH:5]=[C:4]([CH2:3][C:2]([N:27]2[CH2:28][CH2:29][N:24]([CH3:23])[CH2:25][CH2:26]2)=[O:34])[CH:9]=[CH:8][C:7]=1[C:10]1[CH:15]=[CH:14][C:13]([C:16]([O:18][CH3:19])=[O:17])=[CH:12][CH:11]=1, predict the reactants needed to synthesize it. (5) Given the product [CH3:1][C:2]1[CH:11]=[C:10]([O:12][CH2:14][C:15]2[CH:16]=[CH:17][C:18]([B:21]3[O:22][C:23]([CH3:29])([CH3:28])[C:24]([CH3:27])([CH3:26])[O:25]3)=[CH:19][CH:20]=2)[C:9]2[C:4](=[CH:5][CH:6]=[CH:7][CH:8]=2)[N:3]=1, predict the reactants needed to synthesize it. The reactants are: [CH3:1][C:2]1[CH:11]=[C:10]([OH:12])[C:9]2[C:4](=[CH:5][CH:6]=[CH:7][CH:8]=2)[N:3]=1.Br[CH2:14][C:15]1[CH:20]=[CH:19][C:18]([B:21]2[O:25][C:24]([CH3:27])([CH3:26])[C:23]([CH3:29])([CH3:28])[O:22]2)=[CH:17][CH:16]=1. (6) Given the product [Cl:7][C:6]1[C:5](=[O:8])[N:4]([C:9]2[CH:14]=[CH:13][C:12]([Cl:15])=[C:11]([Cl:16])[CH:10]=2)[C:3](=[O:17])[C:2]=1[N:22]1[CH2:23][CH2:24][N:19]([CH3:18])[CH2:20][CH2:21]1, predict the reactants needed to synthesize it. The reactants are: Cl[C:2]1[C:3](=[O:17])[N:4]([C:9]2[CH:14]=[CH:13][C:12]([Cl:15])=[C:11]([Cl:16])[CH:10]=2)[C:5](=[O:8])[C:6]=1[Cl:7].[CH3:18][N:19]1[CH2:24][CH2:23][NH:22][CH2:21][CH2:20]1.